From a dataset of Reaction yield outcomes from USPTO patents with 853,638 reactions. Predict the reaction yield, written as a fraction of the theoretical maximum amount of product (1.0 means a 100% yield; for example, 0.34 means a 34% yield). (1) The reactants are [CH3:1][C:2]1[N:3]=[C:4]([NH2:7])[S:5][CH:6]=1.Cl[C:9]1[CH:14]=[C:13]([S:15][C:16]2[C:25]3[C:20](=[CH:21][CH:22]=[CH:23][CH:24]=3)[CH:19]=[CH:18][CH:17]=2)[CH:12]=[CH:11][N:10]=1.P([O-])([O-])([O-])=O.[K+].[K+].[K+].C1(P(C2C=CC=CC=2)C2C3OC4C(=CC=CC=4P(C4C=CC=CC=4)C4C=CC=CC=4)C(C)(C)C=3C=CC=2)C=CC=CC=1. The catalyst is C1(C)C=CC=CC=1.C1C=CC(/C=C/C(/C=C/C2C=CC=CC=2)=O)=CC=1.C1C=CC(/C=C/C(/C=C/C2C=CC=CC=2)=O)=CC=1.C1C=CC(/C=C/C(/C=C/C2C=CC=CC=2)=O)=CC=1.[Pd].[Pd].O. The product is [CH3:1][C:2]1[N:3]=[C:4]([NH:7][C:9]2[CH:14]=[C:13]([S:15][C:16]3[C:25]4[C:20](=[CH:21][CH:22]=[CH:23][CH:24]=4)[CH:19]=[CH:18][CH:17]=3)[CH:12]=[CH:11][N:10]=2)[S:5][CH:6]=1. The yield is 0.110. (2) The reactants are [F:1][C:2]([F:7])([F:6])[C:3]([OH:5])=[O:4].[F:8][C:9]([F:14])([F:13])[C:10]([OH:12])=[O:11].[F:15][C:16]([F:21])([F:20])[C:17]([OH:19])=[O:18].[CH3:22][C:23]1[CH:32]=[C:31]([CH2:33][O:34][C:35]2[CH:40]=[CH:39][C:38]([C:41]3([N:50]4[CH2:55][CH2:54][NH:53][CH2:52][CH2:51]4)[C:46](=[O:47])[NH:45][C:44](=[O:48])[NH:43][C:42]3=[O:49])=[CH:37][CH:36]=2)[C:30]2[C:25](=[CH:26][CH:27]=[CH:28][CH:29]=2)[N:24]=1.[CH2:56]([CH:61]=O)[CH2:57][C:58]([OH:60])=[O:59]. No catalyst specified. The product is [F:1][C:2]([F:7])([F:6])[C:3]([OH:5])=[O:4].[F:8][C:9]([F:14])([F:13])[C:10]([OH:12])=[O:11].[F:15][C:16]([F:21])([F:20])[C:17]([OH:19])=[O:18].[CH3:22][C:23]1[CH:32]=[C:31]([CH2:33][O:34][C:35]2[CH:36]=[CH:37][C:38]([C:41]3([N:50]4[CH2:55][CH2:54][N:53]([CH2:61][CH2:56][CH2:57][C:58]([OH:60])=[O:59])[CH2:52][CH2:51]4)[C:46](=[O:47])[NH:45][C:44](=[O:48])[NH:43][C:42]3=[O:49])=[CH:39][CH:40]=2)[C:30]2[C:25](=[CH:26][CH:27]=[CH:28][CH:29]=2)[N:24]=1. The yield is 0.450. (3) The catalyst is C1COCC1.O.CN(C=O)C. The reactants are [F:1][C:2]1[CH:3]=[CH:4][C:5]2[N:6]([C:8]([C:11]([O:13]CC)=O)=[N:9][N:10]=2)[CH:7]=1.O[Li].O.Cl.Cl.[F:21][C:22]([F:36])([F:35])[C:23]1[CH:28]=[CH:27][CH:26]=[CH:25][C:24]=1[CH:29]1[CH2:34][CH2:33][NH:32][CH2:31][CH2:30]1.F[P-](F)(F)(F)(F)F.N1(O[P+](N(C)C)(N(C)C)N(C)C)C2C=CC=CC=2N=N1.CCN(C(C)C)C(C)C. The yield is 0.530. The product is [F:1][C:2]1[CH:3]=[CH:4][C:5]2[N:6]([C:8]([C:11]([N:32]3[CH2:33][CH2:34][CH:29]([C:24]4[CH:25]=[CH:26][CH:27]=[CH:28][C:23]=4[C:22]([F:21])([F:35])[F:36])[CH2:30][CH2:31]3)=[O:13])=[N:9][N:10]=2)[CH:7]=1. (4) The reactants are [CH3:1][O:2][C:3]1[C:12]([CH3:13])=[C:11]2[C:6]([C:7]([O:23]CC3C=CC(OC)=CC=3)=[CH:8][C:9]([N:14]3[CH:18]=[CH:17][C:16]([C:19]([F:22])([F:21])[F:20])=[N:15]3)=[N:10]2)=[CH:5][CH:4]=1.C([O-])=O.[NH4+]. The catalyst is CCO.[Pd]. The product is [OH:23][C:7]1[C:6]2[C:11](=[C:12]([CH3:13])[C:3]([O:2][CH3:1])=[CH:4][CH:5]=2)[N:10]=[C:9]([N:14]2[CH:18]=[CH:17][C:16]([C:19]([F:22])([F:21])[F:20])=[N:15]2)[CH:8]=1. The yield is 0.930. (5) The reactants are [C:1]1([NH2:7])[CH:6]=[CH:5][CH:4]=[CH:3][CH:2]=1.[C:8]1([C:14]#[C:15][C:16](O)=[O:17])[CH:13]=[CH:12][CH:11]=[CH:10][CH:9]=1.C1(N=C=NC2CCCCC2)CCCCC1.O. The catalyst is ClCCl. The product is [C:1]1([NH:7][C:16](=[O:17])[C:15]#[C:14][C:8]2[CH:13]=[CH:12][CH:11]=[CH:10][CH:9]=2)[CH:6]=[CH:5][CH:4]=[CH:3][CH:2]=1. The yield is 0.620. (6) The reactants are ClC1C=CC(C([N:8]2[C:16]3[C:11](=[CH:12][C:13]([O:17][CH3:18])=[CH:14][CH:15]=3)[C:10]([CH2:19][C:20]([NH2:22])=[O:21])=[C:9]2[CH3:23])=O)=CC=1.[OH-].[Na+].Cl. The catalyst is CN(C=O)C. The product is [CH3:18][O:17][C:13]1[CH:12]=[C:11]2[C:16](=[CH:15][CH:14]=1)[NH:8][C:9]([CH3:23])=[C:10]2[CH2:19][C:20]([NH2:22])=[O:21]. The yield is 0.990. (7) The reactants are [Cl:1][C:2]1[N:3]=[C:4](Cl)[C:5]2[CH2:10][CH2:9][CH:8]([C:11]3[CH:16]=[CH:15][CH:14]=[CH:13][CH:12]=3)[C:6]=2[N:7]=1.[CH:18]([C:21]1[CH:22]=[CH:23][C:24]([CH3:28])=[C:25]([CH:27]=1)[NH2:26])([CH3:20])[CH3:19].CCN(C(C)C)C(C)C. The catalyst is CN1C(=O)CCC1.CCOC(C)=O. The product is [Cl:1][C:2]1[N:3]=[C:4]([NH:26][C:25]2[CH:27]=[C:21]([CH:18]([CH3:19])[CH3:20])[CH:22]=[CH:23][C:24]=2[CH3:28])[C:5]2[CH2:10][CH2:9][CH:8]([C:11]3[CH:16]=[CH:15][CH:14]=[CH:13][CH:12]=3)[C:6]=2[N:7]=1. The yield is 0.309.